This data is from Forward reaction prediction with 1.9M reactions from USPTO patents (1976-2016). The task is: Predict the product of the given reaction. (1) Given the reactants [CH2:1]([Mg]Br)[CH2:2][CH2:3][CH:4]=[CH2:5].[CH2:8](O)[CH2:9][CH2:10][CH2:11][CH2:12]O, predict the reaction product. The product is: [CH2:5]=[CH:4][CH2:3][CH2:2][CH2:1][CH2:8][CH2:9][CH2:10][CH2:11][CH2:12][CH2:5][CH2:4][CH2:3][CH:2]=[CH2:1]. (2) Given the reactants [N:1]1[CH:6]=[CH:5][CH:4]=[CH:3][C:2]=1[N:7]1[C:11]([C:12]([F:15])([F:14])[F:13])=[C:10]([C:16]([OH:18])=O)[CH:9]=[N:8]1.CC[N:21]=C=NCCCN(C)C.C1C=CC2N(O)N=NC=2C=1.[O:40]1[CH2:44][CH2:43][O:42][CH:41]1[C:45]1[CH:52]=[CH:51][C:48]([C:49]#[N:50])=[CH:47][CH:46]=1, predict the reaction product. The product is: [O:40]1[CH2:44][CH2:43][O:42][CH:41]1[C:45]1[CH:52]=[CH:51][C:48]([C:49]2[N:21]=[C:16]([C:10]3[CH:9]=[N:8][N:7]([C:2]4[CH:3]=[CH:4][CH:5]=[CH:6][N:1]=4)[C:11]=3[C:12]([F:13])([F:14])[F:15])[O:18][N:50]=2)=[CH:47][CH:46]=1. (3) Given the reactants C([C@@H]1CC[C@@H](C)C[C@H]1OC(=O)[NH:13][C@@H:14]([C:19]1[CH:24]=[CH:23][CH:22]=[CH:21][N:20]=1)[C:15]([F:18])([F:17])[F:16])(C)C.C(O)(C(F)(F)F)=O.OS(C(F)(F)F)(=O)=O, predict the reaction product. The product is: [F:18][C:15]([F:16])([F:17])[C@@H:14]([NH2:13])[C:19]1[CH:24]=[CH:23][CH:22]=[CH:21][N:20]=1. (4) Given the reactants [Br:1][C:2]1[N:7]=[C:6]([C:8]([OH:10])=O)[CH:5]=[CH:4][CH:3]=1.C(N1C=CN=C1)(N1C=CN=C1)=O.[Cl:23][C:24]1[CH:25]=[C:26]([N:30]2[CH:34]=[N:33][C:32]([C:35]([N:37]3[CH2:42][CH2:41][NH:40][CH2:39][C:38]3([CH3:44])[CH3:43])=[O:36])=[N:31]2)[CH:27]=[CH:28][CH:29]=1, predict the reaction product. The product is: [Br:1][C:2]1[N:7]=[C:6]([C:8]([N:40]2[CH2:41][CH2:42][N:37]([C:35]([C:32]3[N:33]=[CH:34][N:30]([C:26]4[CH:27]=[CH:28][CH:29]=[C:24]([Cl:23])[CH:25]=4)[N:31]=3)=[O:36])[C:38]([CH3:44])([CH3:43])[CH2:39]2)=[O:10])[CH:5]=[CH:4][CH:3]=1. (5) Given the reactants [C:1]([CH2:3][CH2:4][CH2:5][C:6]([OH:8])=O)#[N:2].CN(C(ON1N=NC2C=CC=NC1=2)=[N+](C)C)C.F[P-](F)(F)(F)(F)F.[C:33]1([C:39]2[N:40]=[C:41]([C:44]3([CH2:50][NH2:51])[CH2:49][CH2:48][O:47][CH2:46][CH2:45]3)[S:42][CH:43]=2)[CH:38]=[CH:37][CH:36]=[CH:35][CH:34]=1.CN1CCOCC1, predict the reaction product. The product is: [C:1]([CH2:3][CH2:4][CH2:5][C:6]([NH:51][CH2:50][C:44]1([C:41]2[S:42][CH:43]=[C:39]([C:33]3[CH:38]=[CH:37][CH:36]=[CH:35][CH:34]=3)[N:40]=2)[CH2:49][CH2:48][O:47][CH2:46][CH2:45]1)=[O:8])#[N:2].